From a dataset of Reaction yield outcomes from USPTO patents with 853,638 reactions. Predict the reaction yield, written as a fraction of the theoretical maximum amount of product (1.0 means a 100% yield; for example, 0.34 means a 34% yield). (1) The reactants are [NH2:1][C:2]1[C:10]([NH2:11])=[CH:9][CH:8]=[CH:7][C:3]=1[C:4]([OH:6])=[O:5].[CH:12]([C:14]1[CH:32]=[CH:31][CH:30]=[CH:29][C:15]=1[O:16][CH:17]1[CH2:21][CH2:20][N:19]([C:22]([O:24][C:25]([CH3:28])([CH3:27])[CH3:26])=[O:23])[CH2:18]1)=O.S(S([O-])=O)([O-])(=O)=O.[Na+].[Na+]. The catalyst is CN(C=O)C.O. The product is [C:25]([O:24][C:22]([N:19]1[CH2:20][CH2:21][CH:17]([O:16][C:15]2[CH:29]=[CH:30][CH:31]=[CH:32][C:14]=2[C:12]2[NH:11][C:10]3[CH:9]=[CH:8][CH:7]=[C:3]([C:4]([OH:6])=[O:5])[C:2]=3[N:1]=2)[CH2:18]1)=[O:23])([CH3:28])([CH3:27])[CH3:26]. The yield is 0.840. (2) The reactants are N[C:2]1[CH:10]=[CH:9][C:8]([Br:11])=[CH:7][C:3]=1[C:4]([NH2:6])=[O:5].[N:12]1C=CC=CC=1.[F:18][C:19]1[CH:27]=[CH:26][CH:25]=[CH:24][C:20]=1[C:21](Cl)=[O:22].Cl. The catalyst is C(Cl)(Cl)Cl. The product is [F:18][C:19]1[CH:27]=[CH:26][CH:25]=[CH:24][C:20]=1[C:21]([C:2]1[C:10]([NH2:12])=[CH:9][C:8]([Br:11])=[CH:7][C:3]=1[C:4]([NH2:6])=[O:5])=[O:22]. The yield is 0.570.